Dataset: Reaction yield outcomes from USPTO patents with 853,638 reactions. Task: Predict the reaction yield, written as a fraction of the theoretical maximum amount of product (1.0 means a 100% yield; for example, 0.34 means a 34% yield). (1) The reactants are [F:1][C:2]([F:14])([C:6]1[CH:11]=[CH:10][C:9](=[O:12])[N:8]([CH3:13])[N:7]=1)[C:3]([OH:5])=O.P(Cl)(Cl)(Cl)=O.Cl.[NH2:21][CH2:22][C:23]1[CH:24]=[C:25]2[C:29](=[CH:30][CH:31]=1)[C:28](=[O:32])[N:27]([CH:33]1[CH2:38][CH2:37][C:36](=[O:39])[NH:35][C:34]1=[O:40])[CH2:26]2.C(=O)(O)[O-].[Na+]. The catalyst is N1C=CC=CC=1. The product is [O:40]=[C:34]1[CH:33]([N:27]2[CH2:26][C:25]3[C:29](=[CH:30][CH:31]=[C:23]([CH2:22][NH:21][C:3](=[O:5])[C:2]([F:1])([F:14])[C:6]4[CH:11]=[CH:10][C:9](=[O:12])[N:8]([CH3:13])[N:7]=4)[CH:24]=3)[C:28]2=[O:32])[CH2:38][CH2:37][C:36](=[O:39])[NH:35]1. The yield is 0.150. (2) The reactants are Br[C:2]1[C:11]2[C:6](=[CH:7][CH:8]=[CH:9][CH:10]=2)[CH:5]=[CH:4][C:3]=1[C:12]([O:14][CH3:15])=[O:13].[C:16]1(B(O)O)[CH:21]=[CH:20][CH:19]=[CH:18][CH:17]=1.O.P([O-])([O-])([O-])=O.[K+].[K+].[K+]. The catalyst is C1(C)C=CC=CC=1.O1CCOCC1.O.C([O-])(=O)C.[Pd+2].C([O-])(=O)C.C1(C)C=CC=CC=1P(C1C=CC=CC=1C)C1C=CC=CC=1C. The product is [C:16]1([C:2]2[C:11]3[C:6](=[CH:7][CH:8]=[CH:9][CH:10]=3)[CH:5]=[CH:4][C:3]=2[C:12]([O:14][CH3:15])=[O:13])[CH:21]=[CH:20][CH:19]=[CH:18][CH:17]=1. The yield is 0.990. (3) The reactants are [C:1]([N:4]1[C:8]2=[N:9][C:10]3[N:11]([CH3:29])[C:12](=[O:28])[N:13]([CH2:17][CH2:18][CH2:19][CH2:20][C@@H:21](OS(C)(=O)=O)[CH3:22])[C:14](=[O:16])[C:15]=3[N:7]2[CH2:6][CH2:5]1)(=[O:3])[CH3:2].[N-:30]=[N+:31]=[N-:32].[Na+].O. The catalyst is CS(C)=O. The product is [C:1]([N:4]1[C:8]2=[N:9][C:10]3[N:11]([CH3:29])[C:12](=[O:28])[N:13]([CH2:17][CH2:18][CH2:19][CH2:20][C@H:21]([N:30]=[N+:31]=[N-:32])[CH3:22])[C:14](=[O:16])[C:15]=3[N:7]2[CH2:6][CH2:5]1)(=[O:3])[CH3:2]. The yield is 0.840.